This data is from Full USPTO retrosynthesis dataset with 1.9M reactions from patents (1976-2016). The task is: Predict the reactants needed to synthesize the given product. The reactants are: [F:1][C:2]1[CH:7]=[C:6]([F:8])[CH:5]=[CH:4][C:3]=1[C@:9]([OH:24])([C@H:16]([S:18][CH:19]([CH2:22][OH:23])[CH2:20][OH:21])[CH3:17])[CH2:10][N:11]1[CH:15]=[N:14][CH:13]=[N:12]1.[F:25][C:26]1[CH:35]=[CH:34][C:29](/[CH:30]=[CH:31]/[CH:32]=O)=[CH:28][CH:27]=1. Given the product [F:1][C:2]1[CH:7]=[C:6]([F:8])[CH:5]=[CH:4][C:3]=1[C@:9]([OH:24])([C@H:16]([S:18][C@@H:19]1[CH2:20][O:21][C@@H:32](/[CH:31]=[CH:30]/[C:29]2[CH:34]=[CH:35][C:26]([F:25])=[CH:27][CH:28]=2)[O:23][CH2:22]1)[CH3:17])[CH2:10][N:11]1[CH:15]=[N:14][CH:13]=[N:12]1, predict the reactants needed to synthesize it.